From a dataset of Peptide-MHC class I binding affinity with 185,985 pairs from IEDB/IMGT. Regression. Given a peptide amino acid sequence and an MHC pseudo amino acid sequence, predict their binding affinity value. This is MHC class I binding data. (1) The peptide sequence is LVFPVEGTK. The MHC is HLA-A02:03 with pseudo-sequence HLA-A02:03. The binding affinity (normalized) is 0.244. (2) The MHC is HLA-A33:01 with pseudo-sequence HLA-A33:01. The peptide sequence is SAFNKKTFDH. The binding affinity (normalized) is 0.00400. (3) The peptide sequence is YPAVINSNI. The MHC is HLA-B40:01 with pseudo-sequence HLA-B40:01. The binding affinity (normalized) is 0.0847. (4) The peptide sequence is KTLSESVGL. The MHC is HLA-B15:17 with pseudo-sequence HLA-B15:17. The binding affinity (normalized) is 0.949.